This data is from Reaction yield outcomes from USPTO patents with 853,638 reactions. The task is: Predict the reaction yield, written as a fraction of the theoretical maximum amount of product (1.0 means a 100% yield; for example, 0.34 means a 34% yield). (1) The reactants are C(O[C:6]([N:8]1[CH2:13][CH2:12][N:11](C2C(=O)N(CC(C)C)N=C(C3C=CC(C)=C(F)C=3)C=2C)[CH2:10][CH2:9]1)=O)(C)(C)C.[Cl:34][C:35]1[CH:64]=[CH:63][C:38]([CH:39]=[CH:40][CH2:41][N:42]2[C:47](=[O:48])[C:46]([CH2:49]OS(C)(=O)=O)=[CH:45][C:44]([C:55]3[CH:60]=[CH:59][C:58]([F:61])=[C:57]([CH3:62])[CH:56]=3)=[N:43]2)=[CH:37][CH:36]=1.CN1CCNCC1. No catalyst specified. The product is [Cl:34][C:35]1[CH:36]=[CH:37][C:38]([CH:39]=[CH:40][CH2:41][N:42]2[C:47](=[O:48])[C:46]([CH2:49][N:11]3[CH2:12][CH2:13][N:8]([CH3:6])[CH2:9][CH2:10]3)=[CH:45][C:44]([C:55]3[CH:60]=[CH:59][C:58]([F:61])=[C:57]([CH3:62])[CH:56]=3)=[N:43]2)=[CH:63][CH:64]=1. The yield is 0.718. (2) The product is [C:46]([O:45][C:43]([N:8]([C:6]([O:5][C:1]([CH3:2])([CH3:3])[CH3:4])=[O:7])[C:9]1[C:10]([C:22]2[O:26][N:25]=[C:24]([C:27]3[CH:28]=[CH:29][C:30]([CH2:33][N:34]([CH3:42])[C:35](=[O:41])[O:36][C:37]([CH3:38])([CH3:39])[CH3:40])=[CH:31][CH:32]=3)[CH:23]=2)=[N:11][C:12]([C:15]2[CH:20]=[CH:19][C:18](=[O:21])[N:17]([CH:80]3[CH2:81][CH2:82][CH:78]([CH3:77])[CH2:79]3)[CH:16]=2)=[CH:13][N:14]=1)=[O:44])([CH3:49])([CH3:48])[CH3:47]. The catalyst is C(Cl)(Cl)Cl. The reactants are [C:1]([O:5][C:6]([N:8]([C:43]([O:45][C:46]([CH3:49])([CH3:48])[CH3:47])=[O:44])[C:9]1[C:10]([C:22]2[O:26][N:25]=[C:24]([C:27]3[CH:32]=[CH:31][C:30]([CH2:33][N:34]([CH3:42])[C:35](=[O:41])[O:36][C:37]([CH3:40])([CH3:39])[CH3:38])=[CH:29][CH:28]=3)[CH:23]=2)=[N:11][C:12]([C:15]2[CH:20]=[CH:19][C:18](=[O:21])[NH:17][CH:16]=2)=[CH:13][N:14]=1)=[O:7])([CH3:4])([CH3:3])[CH3:2].CC(OC(/N=N/C(OC(C)C)=O)=O)C.C(P(CCCC)CCCC)CCC.[CH3:77][CH:78]1[CH2:82][CH2:81][CH:80](O)[CH2:79]1. The yield is 0.230. (3) The reactants are [CH3:1][O:2][CH2:3][CH2:4][N:5]1[CH2:11][C:10]2[CH:12]=[C:13]([NH2:16])[CH:14]=[CH:15][C:9]=2[S:8][CH2:7][CH2:6]1.Cl[C:18]1[N:23]=[C:22]([NH:24][C:25]2[CH:34]=[CH:33][CH:32]=[CH:31][C:26]=2[C:27]([NH:29][CH3:30])=[O:28])[C:21]([Cl:35])=[CH:20][N:19]=1. No catalyst specified. The product is [Cl:35][C:21]1[C:22]([NH:24][C:25]2[CH:34]=[CH:33][CH:32]=[CH:31][C:26]=2[C:27]([NH:29][CH3:30])=[O:28])=[N:23][C:18]([NH:16][C:13]2[CH:14]=[CH:15][C:9]3[S:8][CH2:7][CH2:6][N:5]([CH2:4][CH2:3][O:2][CH3:1])[CH2:11][C:10]=3[CH:12]=2)=[N:19][CH:20]=1. The yield is 0.430. (4) The reactants are [CH3:1][O:2][CH:3]([O:22][CH3:23])[CH2:4][N:5]1[C:13]2[C:8](=[CH:9][C:10]([N:14]3[CH:19]=[CH:18][C:17]([OH:20])=[CH:16][C:15]3=[O:21])=[CH:11][CH:12]=2)[CH:7]=[N:6]1.[Li]N([Si](C)(C)C)[Si](C)(C)C.C1(N([S:41]([C:44]([F:47])([F:46])[F:45])(=[O:43])=[O:42])[S:41]([C:44]([F:47])([F:46])[F:45])(=[O:43])=[O:42])C=CC=CC=1. The catalyst is C1COCC1.C(Cl)Cl. The product is [F:45][C:44]([F:47])([F:46])[S:41]([O:20][C:17]1[CH:18]=[CH:19][N:14]([C:10]2[CH:9]=[C:8]3[C:13](=[CH:12][CH:11]=2)[N:5]([CH2:4][CH:3]([O:2][CH3:1])[O:22][CH3:23])[N:6]=[CH:7]3)[C:15](=[O:21])[CH:16]=1)(=[O:43])=[O:42]. The yield is 0.850. (5) The reactants are N1C2C(=CC=C3C=2N=CC=C3)C=CC=1.C([O-])([O-])=O.[K+].[K+].[SH:21][C:22]1[NH:23][C:24]2[CH:30]=[CH:29][CH:28]=[CH:27][C:25]=2[N:26]=1.I[C:32]1[CH:39]=[CH:38][C:35]([CH:36]=[O:37])=[CH:34][CH:33]=1. The catalyst is [Cu]I.O. The product is [NH:23]1[C:24]2[CH:30]=[CH:29][CH:28]=[CH:27][C:25]=2[N:26]=[C:22]1[S:21][C:32]1[CH:39]=[CH:38][C:35]([CH:36]=[O:37])=[CH:34][CH:33]=1. The yield is 0.870.